This data is from Reaction yield outcomes from USPTO patents with 853,638 reactions. The task is: Predict the reaction yield, written as a fraction of the theoretical maximum amount of product (1.0 means a 100% yield; for example, 0.34 means a 34% yield). (1) The product is [OH:1][C:2]1[C:3]([C:18](=[N:39][NH:38][C:36]([C:33]2[S:32][C:31]([C:29]([OH:30])=[O:42])=[CH:35][CH:34]=2)=[O:37])[CH3:19])=[N:4][N:5]([CH3:17])[C:6]=1[C:7]1[CH:12]=[CH:11][C:10]([C:13]([F:16])([F:15])[F:14])=[CH:9][CH:8]=1. No catalyst specified. The yield is 0.560. The reactants are [OH:1][C:2]1[C:3]([C:18](=O)[CH3:19])=[N:4][N:5]([CH3:17])[C:6]=1[C:7]1[CH:12]=[CH:11][C:10]([C:13]([F:16])([F:15])[F:14])=[CH:9][CH:8]=1.N1C=CC(CN[C:29]([C:31]2[S:32][C:33]([C:36]([NH:38][NH2:39])=[O:37])=[CH:34][CH:35]=2)=[O:30])=CC=1.CS(C)=[O:42]. (2) The reactants are [Cl:1][C:2]1[CH:7]=[C:6](S(C(F)(F)F)(=O)=O)[C:5]([S:15]([C:18]([F:21])([F:20])[F:19])(=[O:17])=[O:16])=[CH:4][C:3]=1[Cl:22].[CH3:23][S:24][C:25]1[CH:30]=[CH:29][C:28](B(O)O)=[CH:27][CH:26]=1.C([O-])([O-])=O.[K+].[K+]. The catalyst is C1(C)C=CC=CC=1.C(Cl)Cl.C1C=CC([P]([Pd]([P](C2C=CC=CC=2)(C2C=CC=CC=2)C2C=CC=CC=2)([P](C2C=CC=CC=2)(C2C=CC=CC=2)C2C=CC=CC=2)[P](C2C=CC=CC=2)(C2C=CC=CC=2)C2C=CC=CC=2)(C2C=CC=CC=2)C2C=CC=CC=2)=CC=1. The product is [Cl:22][C:3]1[CH:4]=[C:5]([S:15]([C:18]([F:19])([F:20])[F:21])(=[O:16])=[O:17])[C:6]([C:28]2[CH:29]=[CH:30][C:25]([S:24][CH3:23])=[CH:26][CH:27]=2)=[CH:7][C:2]=1[Cl:1]. The yield is 0.560. (3) The reactants are [CH3:1][C:2]1[N:6]([CH2:7][O:8][CH2:9][CH2:10][Si:11]([CH3:14])([CH3:13])[CH3:12])[CH:5]=[N:4][CH:3]=1.[Li]CCCC.C([C:22]([O:24][CH2:25][CH3:26])=[O:23])#N. The catalyst is C1COCC1.CCOC(C)=O. The product is [CH2:25]([O:24][C:22]([C:5]1[N:6]([CH2:7][O:8][CH2:9][CH2:10][Si:11]([CH3:13])([CH3:12])[CH3:14])[C:2]([CH3:1])=[CH:3][N:4]=1)=[O:23])[CH3:26]. The yield is 0.380. (4) The reactants are [C:1]1([C:7]2[C:15]3[O:14][C:13]([CH2:16][N:17]4C(=O)C5C(=CC=CC=5)C4=O)=[CH:12][C:11]=3[CH:10]=[C:9]([Cl:28])[CH:8]=2)[CH:6]=[CH:5][CH:4]=[CH:3][CH:2]=1.CN.Cl. The catalyst is C(O)C.C(O)(C)C. The product is [Cl:28][C:9]1[CH:8]=[C:7]([C:1]2[CH:2]=[CH:3][CH:4]=[CH:5][CH:6]=2)[C:15]2[O:14][C:13]([CH2:16][NH2:17])=[CH:12][C:11]=2[CH:10]=1. The yield is 0.570.